Dataset: Full USPTO retrosynthesis dataset with 1.9M reactions from patents (1976-2016). Task: Predict the reactants needed to synthesize the given product. (1) Given the product [Cl:1][C:2]1[CH:7]=[C:6]([O:8][CH2:27][CH2:28][CH2:29][CH2:30][C:31]([O:33][CH2:34][CH3:35])=[O:32])[CH:5]=[CH:4][C:3]=1[C:9]1[N:13]=[C:12]([C:14]2[CH:15]=[CH:16][C:17]([O:22][CH:23]([CH3:25])[CH3:24])=[C:18]([C:19]#[N:20])[CH:21]=2)[O:11][N:10]=1, predict the reactants needed to synthesize it. The reactants are: [Cl:1][C:2]1[CH:7]=[C:6]([OH:8])[CH:5]=[CH:4][C:3]=1[C:9]1[N:13]=[C:12]([C:14]2[CH:15]=[CH:16][C:17]([O:22][CH:23]([CH3:25])[CH3:24])=[C:18]([CH:21]=2)[C:19]#[N:20])[O:11][N:10]=1.Br[CH2:27][CH2:28][CH2:29][CH2:30][C:31]([O:33][CH2:34][CH3:35])=[O:32].C(=O)([O-])[O-].[K+].[K+].O. (2) The reactants are: [CH2:1]([NH:5][CH:6]1[CH2:9][N:8]([C:10]([C:12]2[CH:13]=[C:14]([CH:27]=[CH:28][C:29]=2[F:30])[CH2:15][C:16]2[C:25]3[C:20](=[CH:21][CH:22]=[CH:23][CH:24]=3)[C:19](=[O:26])[NH:18][N:17]=2)=[O:11])[CH2:7]1)[CH2:2][CH2:3][CH3:4].[ClH:31]. Given the product [ClH:31].[CH2:1]([NH:5][CH:6]1[CH2:7][N:8]([C:10]([C:12]2[CH:13]=[C:14]([CH:27]=[CH:28][C:29]=2[F:30])[CH2:15][C:16]2[C:25]3[C:20](=[CH:21][CH:22]=[CH:23][CH:24]=3)[C:19](=[O:26])[NH:18][N:17]=2)=[O:11])[CH2:9]1)[CH2:2][CH2:3][CH3:4], predict the reactants needed to synthesize it. (3) Given the product [CH2:14]([O:6][C:5](=[O:7])[C:4]1[CH:8]=[C:9]([F:12])[C:10]([F:11])=[C:2]([CH3:1])[C:3]=1[F:13])[CH3:15], predict the reactants needed to synthesize it. The reactants are: [CH3:1][C:2]1[C:3]([F:13])=[C:4]([CH:8]=[C:9]([F:12])[C:10]=1[F:11])[C:5]([OH:7])=[O:6].[C:14](Cl)(=O)[C:15](Cl)=O.C(O)C.C([O-])(O)=O.[Na+]. (4) Given the product [C:1]1([O:11][CH2:12][C@H:13]2[CH2:17][CH2:16][CH2:15][N:14]2[C:19]2[N:24]3[N:25]=[CH:26][N:27]=[C:23]3[N:22]=[CH:21][CH:20]=2)[C:10]2[C:5](=[CH:6][CH:7]=[CH:8][CH:9]=2)[CH:4]=[CH:3][CH:2]=1, predict the reactants needed to synthesize it. The reactants are: [C:1]1([O:11][CH2:12][C@H:13]2[CH2:17][CH2:16][CH2:15][NH:14]2)[C:10]2[C:5](=[CH:6][CH:7]=[CH:8][CH:9]=2)[CH:4]=[CH:3][CH:2]=1.Cl[C:19]1[N:24]2[N:25]=[CH:26][N:27]=[C:23]2[N:22]=[CH:21][CH:20]=1.C(N(C(C)C)C(C)C)C. (5) Given the product [F:1][C:2]1[C:3]([C:23]2[N:27]=[CH:26][NH:25][N:24]=2)=[CH:4][C:5]([CH3:22])=[C:6]([C:8]2[N:13]=[C:12]3[N:14]([CH:19]([CH3:21])[CH3:20])[C:15](=[O:18])[CH2:16][NH:17][C:11]3=[N:10][CH:9]=2)[CH:7]=1, predict the reactants needed to synthesize it. The reactants are: [F:1][C:2]1[C:3]([C:23]2[N:27]=[CH:26][N:25](C3CCCCO3)[N:24]=2)=[CH:4][C:5]([CH3:22])=[C:6]([C:8]2[N:13]=[C:12]3[N:14]([CH:19]([CH3:21])[CH3:20])[C:15](=[O:18])[CH2:16][NH:17][C:11]3=[N:10][CH:9]=2)[CH:7]=1.C(N1C2=NC([Sn](C)(C)C)=CN=C2NCC1=O)(C)C.BrC1C(C)=CC(C2N=CN(C3CCCCO3)N=2)=C(F)C=1. (6) Given the product [CH3:24][C:25]1[C:26]([O:33][C:32]2[N:30]=[CH:29][C:7]([NH:8][C:11]([C:6]3[C:5]4[C:9](=[CH:10][C:2]([CH3:1])=[CH:3][CH:4]=4)[NH:8][CH:7]=3)=[O:13])=[CH:6][CH:5]=2)=[CH:27][CH:28]=[CH:23][N:22]=1, predict the reactants needed to synthesize it. The reactants are: [CH3:1][C:2]1[CH:10]=[C:9]2[C:5]([C:6]([C:11]([OH:13])=O)=[CH:7][NH:8]2)=[CH:4][CH:3]=1.[CH2:26]1[CH2:27][CH2:28][CH:23]([N:22]=C=[N:22][CH:23]2[CH2:28][CH2:27][CH2:26][CH2:25][CH2:24]2)[CH2:24][CH2:25]1.[CH3:29][N:30]([CH:32]=[O:33])C.